From a dataset of Forward reaction prediction with 1.9M reactions from USPTO patents (1976-2016). Predict the product of the given reaction. The product is: [CH:32]1([C:30]([N:28]2[CH2:29][C:26]([C:3]3[CH:2]=[CH:7][C:6]([C:8]4[CH2:12][C:11]([C:17]5[CH:22]=[C:21]([Cl:23])[C:20]([Cl:24])=[C:19]([Cl:25])[CH:18]=5)([C:13]([F:15])([F:14])[F:16])[O:10][N:9]=4)=[CH:5][CH:4]=3)([C:35]#[N:36])[CH2:27]2)=[O:31])[CH2:34][CH2:33]1. Given the reactants Br[C:2]1[CH:7]=[C:6]([C:8]2[CH2:12][C:11]([C:17]3[CH:22]=[C:21]([Cl:23])[C:20]([Cl:24])=[C:19]([Cl:25])[CH:18]=3)([C:13]([F:16])([F:15])[F:14])[O:10][N:9]=2)[CH:5]=[CH:4][C:3]=1[C:26]1([C:35]#[N:36])[CH2:29][N:28]([C:30]([CH:32]2[CH2:34][CH2:33]2)=[O:31])[CH2:27]1.C(O)(=O)C, predict the reaction product.